From a dataset of Full USPTO retrosynthesis dataset with 1.9M reactions from patents (1976-2016). Predict the reactants needed to synthesize the given product. Given the product [ClH:1].[Cl:1][C:2]1[CH:7]=[C:6]([F:8])[CH:5]=[C:4]([Cl:9])[C:3]=1[NH:10][NH2:11], predict the reactants needed to synthesize it. The reactants are: [Cl:1][C:2]1[CH:7]=[C:6]([F:8])[CH:5]=[C:4]([Cl:9])[C:3]=1[NH2:10].[N:11]([O-])=O.[Na+].Cl[Sn]Cl.